From a dataset of Catalyst prediction with 721,799 reactions and 888 catalyst types from USPTO. Predict which catalyst facilitates the given reaction. (1) Reactant: [O:1]=[C:2]1[C:11]2[CH:10]=[CH:9][CH:8]=[CH:7][C:6]=2[C:5]2[CH2:12][O:13][CH:14]([CH:16]3[CH2:21][CH2:20][NH2+:19][CH2:18][CH2:17]3)[CH2:15][C:4]=2[NH:3]1.[O:22]1[CH2:27][CH2:26][CH:25]([C:28](Cl)=[O:29])[CH2:24][CH2:23]1.CCN(C(C)C)C(C)C.CN(C=O)C. Product: [O:22]1[CH2:27][CH2:26][CH:25]([C:28]([N:19]2[CH2:20][CH2:21][CH:16]([CH:14]3[O:13][CH2:12][C:5]4[C:6]5[C:11](=[CH:10][CH:9]=[CH:8][CH:7]=5)[C:2](=[O:1])[NH:3][C:4]=4[CH2:15]3)[CH2:17][CH2:18]2)=[O:29])[CH2:24][CH2:23]1. The catalyst class is: 25. (2) Reactant: [CH3:1][C:2]([CH3:5])([O-])[CH3:3].[K+].[CH2:7]([O:9][C:10]1[CH:15]=[CH:14][C:13]([C:16]2[CH:21]=[CH:20][C:19]([C:22]3(C=O)[CH2:27][CH2:26][CH2:25][CH2:24][CH2:23]3)=[C:18]([F:30])[C:17]=2[F:31])=[C:12]([F:32])[C:11]=1[F:33])[CH3:8].O. Product: [CH2:7]([O:9][C:10]1[CH:15]=[CH:14][C:13]([C:16]2[CH:21]=[CH:20][C:19]([C@H:22]3[CH2:27][CH2:26][C@H:25](/[CH:17]=[CH:18]/[CH2:19][CH2:1][C:2]4[CH:5]=[CH:16][C:13]([CH2:12][CH2:11][CH3:10])=[CH:14][CH:3]=4)[CH2:24][CH2:23]3)=[C:18]([F:30])[C:17]=2[F:31])=[C:12]([F:32])[C:11]=1[F:33])[CH3:8]. The catalyst class is: 1.